Dataset: Reaction yield outcomes from USPTO patents with 853,638 reactions. Task: Predict the reaction yield, written as a fraction of the theoretical maximum amount of product (1.0 means a 100% yield; for example, 0.34 means a 34% yield). (1) The yield is 0.0600. The product is [CH3:1][O:2][C:3](=[O:28])[CH2:4][CH2:5][N:6]1[C:14]2[C:9](=[CH:10][C:11]([CH2:15][CH2:16][C:17]3[C:18]([CH3:27])=[N:19][C:20]4[NH:21][CH2:22][CH2:23][CH2:24][C:25]=4[CH:26]=3)=[CH:12][CH:13]=2)[CH:8]=[CH:7]1. The reactants are [CH3:1][O:2][C:3](=[O:28])[CH:4]=[CH:5][N:6]1[C:14]2[C:9](=[CH:10][C:11]([CH2:15][CH2:16][C:17]3[C:18]([CH3:27])=[N:19][C:20]4[C:25]([CH:26]=3)=[CH:24][CH:23]=[CH:22][N:21]=4)=[CH:12][CH:13]=2)[CH:8]=[CH:7]1. The catalyst is CO.[Pd]. (2) The yield is 0.990. The catalyst is C1COCC1.[NH4+].[Cl-]. The product is [CH:6]1([CH:9]([OH:10])[CH2:14][N+:11]([O-:13])=[O:12])[CH2:8][CH2:7]1. The reactants are CC(O)(C)C.[CH:6]1([CH:9]=[O:10])[CH2:8][CH2:7]1.[N+:11]([CH3:14])([O-:13])=[O:12].CC([O-])(C)C.[K+]. (3) The reactants are [Cl:1][C:2]1[CH:14]=[C:13]([Cl:15])[CH:12]=[CH:11][C:3]=1[O:4][C:5]([CH3:10])([CH3:9])[C:6](O)=[O:7].CC[N:18]=C=NCCCN(C)C.C1C=CC2N(O)N=NC=2C=1.C(N(CC)CC)C. The catalyst is C(Cl)Cl. The product is [Cl:1][C:2]1[CH:14]=[C:13]([Cl:15])[CH:12]=[CH:11][C:3]=1[O:4][C:5]([CH3:10])([CH3:9])[C:6]([NH2:18])=[O:7]. The yield is 0.760. (4) The product is [S:29]1[CH:23]=[CH:24][CH:2]=[C:1]1[C:4]([C@@:6]([C:20](=[O:22])[CH3:21])([C@:8]([C:17](=[O:19])[CH3:18])([C@H:10]([CH2:15][OH:16])[O:11][C:12](=[O:14])[CH3:13])[OH:9])[OH:7])=[O:5]. The catalyst is C(Cl)Cl. The yield is 0.800. The reactants are [C:1]([C:4]([C@@:6]([C:20](=[O:22])[CH3:21])([C@:8]([C:17](=[O:19])[CH3:18])([C@H:10]([CH2:15][OH:16])[O:11][C:12](=[O:14])[CH3:13])[OH:9])[OH:7])=[O:5])(=O)[CH3:2].[C:23]1([SH:29])C=CC=C[CH:24]=1.Cl[Sn](Cl)(Cl)Cl.C([O-])(O)=O.[Na+]. (5) The reactants are [C:1]1([CH3:22])[CH:6]=[C:5]([CH3:7])[CH:4]=[C:3]([CH3:8])[C:2]=1[NH:9][C:10](=O)[C:11]([NH:13][C:14]1[CH:19]=[CH:18][CH:17]=[CH:16][C:15]=1[OH:20])=O.B.[CH2:24]1COCC1.[ClH:29]. The catalyst is CO. The product is [Cl-:29].[C:1]1([CH3:22])[CH:6]=[C:5]([CH3:7])[CH:4]=[C:3]([CH3:8])[C:2]=1[N+:9]1[CH2:10][CH2:11][N:13]([C:14]2[CH:19]=[CH:18][CH:17]=[CH:16][C:15]=2[OH:20])[CH:24]=1. The yield is 0.550. (6) The catalyst is [Cl-].[Na+].O.[Cu]I.C(Cl)Cl.C(O)(C)C. The reactants are [O-]P([O-])([O-])=O.[K+].[K+].[K+].[NH2:9][CH2:10][CH:11]([C:13]1[CH:18]=[CH:17][CH:16]=[CH:15][CH:14]=1)[OH:12].I[C:20]1[CH:25]=[CH:24][CH:23]=[C:22]([N+:26]([O-:28])=[O:27])[CH:21]=1.C(O)CO. The yield is 0.660. The product is [N+:26]([C:22]1[CH:21]=[C:20]([NH:9][CH2:10][CH:11]([C:13]2[CH:18]=[CH:17][CH:16]=[CH:15][CH:14]=2)[OH:12])[CH:25]=[CH:24][CH:23]=1)([O-:28])=[O:27]. (7) The reactants are [CH2:1]([O:8][C:9]([N:11]1[CH2:16][CH2:15][CH:14]([N:17]2[CH2:21][CH2:20][C@H:19]([NH:22]C(OC(C)(C)C)=O)[C:18]2=[O:30])[CH2:13][CH2:12]1)=[O:10])[C:2]1[CH:7]=[CH:6][CH:5]=[CH:4][CH:3]=1. The catalyst is C(O)(C(F)(F)F)=O.C(Cl)Cl. The product is [NH2:22][C@H:19]1[CH2:20][CH2:21][N:17]([CH:14]2[CH2:15][CH2:16][N:11]([C:9]([O:8][CH2:1][C:2]3[CH:7]=[CH:6][CH:5]=[CH:4][CH:3]=3)=[O:10])[CH2:12][CH2:13]2)[C:18]1=[O:30]. The yield is 0.640.